From a dataset of Experimentally validated miRNA-target interactions with 360,000+ pairs, plus equal number of negative samples. Binary Classification. Given a miRNA mature sequence and a target amino acid sequence, predict their likelihood of interaction. (1) The miRNA is mmu-miR-7211-5p with sequence UCUUUCCCUCUGCCACUCCACC. The protein sequence of the target gene is MQEAPAALPTEPGPSPVPAFLGKLWALVGDPGTDHLIRWSPSGTSFLVSDQSRFAKEVLPQYFKHSNMASFVRQLNMYGFRKVVSIEQGGLLRPERDHVEFQHPSFVRGREQLLERVRRKVPALRGDDGRWRPEDLGRLLGEVQALRGVQESTEARLRELRQQNEILWREVVTLRQSHGQQHRVIGKLIQCLFGPLQAGPSNAGGKRKLSLMLDEGSSCPTPAKFNTCPLPGALLQDPYFIQSPLPETNLGLSPHRARGPIISDIPEDSPSPEGTRLSPSSDGRREKGLALLKEEPASPG.... Result: 0 (no interaction). (2) The miRNA is hsa-miR-374c-3p with sequence CACUUAGCAGGUUGUAUUAUAU. The protein sequence of the target gene is MSQYAPSPDFKRALDSSPEANTEDDKTEEDVPMPKNYLWLTIVSCFCPAYPINIVALVFSIMSLNSYNDGDYEGARRLGRNAKWVAIASIIIGLLIIGISCAVHFTRNA. Result: 1 (interaction). (3) The miRNA is hsa-miR-558 with sequence UGAGCUGCUGUACCAAAAU. The protein sequence of the target gene is MEKQCCSHPVICSLSTMYTFLLGAIFIALSSSRILLVKYSANEENKYDYLPTTVNVCSELVKLVFCVLVSFCVIKKDHQSRNLKYASWKEFSDFMKWSIPAFLYFLDNLIVFYVLSYLQPAMAVIFSNFSIITTALLFRIVLKRRLNWIQWASLLTLFLSIVALTAGTKTLQHNLAGRGFHHDAFFSPSNSCLLFRSECPRKDNCTAKEWTFPEAKWNTTARVFSHIRLGMGHVLIIVQCFISSMANIYNEKILKEGNQLTESIFIQNSKLYFFGILFNGLTLGLQRSNRDQIKNCGFFY.... Result: 1 (interaction). (4) The miRNA is cel-miR-35-3p with sequence UCACCGGGUGGAAACUAGCAGU. The protein sequence of the target gene is MPLSRSLSVSSLPGLEDWEDEFDPENAVLFEVAWEVANKVGGIYTVLQTKAKVTGDEWGDNYYLVGPYTEQGVRTQVELLEPPTPELKRTLDSMNSKGCKVYFGRWLIEGGPLVVLLDVGASAWALERWKGELWDTCNIGVPWYDREANDAVLFGFLTTWFLGEFLAQNEEKPYVVAHFHEWLAGVGLCLCRARRLPVATIFTTHATLLGRYLCAGAVDFYNNLENFNVDKEAGERQIYHRYCMERAAAHCAHVFTTVSQITAIEAQHLLKRKPDIVTPNGLNVKKFSAMHEFQNLHAQS.... Result: 0 (no interaction). (5) The miRNA is hsa-miR-4644 with sequence UGGAGAGAGAAAAGAGACAGAAG. The protein sequence of the target gene is MFRRTLNRLCAGEEKRVGTRTVFVGNHPISGTEPYIAQRFCDNRIVSSKYTLWNFLPKNLFEQFRRIANFYFLIIFLVQVTVDTPTSPVTSGLPLFFVITVTAIKQGYEDWLRHRADNEVNKSAVYIIENAKRVRKESEKIKVGDVVEVQANETFPCDLILLSSCTTDGTCYVTTASLDGESNCKTHYAVRDTIALCTAESIDNLRATIECEQPQPDLYRFVGRISIYSNSIEAVARSLGPENLLLKGATLKNTKKIYGVAVYTGMETKMALNYQGKSQKCSAVEKSINAFLIVYLFILL.... Result: 0 (no interaction). (6) The miRNA is mmu-miR-877-3p with sequence UGUCCUCUUCUCCCUCCUCCCA. The protein sequence of the target gene is MAVAGAVSGEPLVHWCTQQLRKTFGLDVSEEIIQYVLSIESAEEIREYVTDLLQGNEGKKGQFIEELITKWQKNDQELISDPLQQCFKKDEILDGQKSGDHLKRGRKKGRNRQEVPAFTEPDTTAEVKTPFDLAKAQENSNSVKKKTKFVNLYTREGQDRLAVLLPGRHPCDCLGQKHKLINNCLICGRIVCEQEGSGPCLFCGTLVCTHEEQDILQRDSNKSQKLLKKLMSGVENSGKVDISTKDLLPHQELRIKSGLEKAIKHKDKLLEFDRTSIRRTQVIDDESDYFASDSNQWLSK.... Result: 0 (no interaction). (7) The miRNA is mmu-miR-466d-5p with sequence UGUGUGUGCGUACAUGUACAUG. The protein sequence of the target gene is MAAPEPLSPAGGAGEEAPEEDEDEAEAEDPERPNAGAGGGRSGGGGSSVSGGGGGGGAGAGGCGGPGGALTRRAVTLRVLLKDALLEPGAGVLSIYYLGKKFLGDLQPDGRIMWQETGQTFNSPSAWATHCKKLVNPAKKSGCGWASVKYKGQKLDKYKATWLRLHQLHTPATAADESPASEGEEEELLMEEEEEDVLAGVSAEDKSRRPLGKSPSEPAHPEATTPGKRVDSKIRVPVRYCMLGSRDLARNPHTLVEVTSFAAINKFQPFNVAVSSNVLFLLDFHSHLTRSEVVGYLGGR.... Result: 0 (no interaction).